This data is from Full USPTO retrosynthesis dataset with 1.9M reactions from patents (1976-2016). The task is: Predict the reactants needed to synthesize the given product. (1) The reactants are: [C:1](=O)([O-])[O-].[K+].[K+].[C:7]1([CH2:13][CH2:14][NH2:15])[CH:12]=[CH:11][CH:10]=[CH:9][CH:8]=1.[CH:16]1[C:25]2[C:20](=[CH:21][CH:22]=[CH:23][CH:24]=2)[CH:19]=[CH:18][C:17]=1[O:26][CH2:27][CH2:28][CH2:29]CCl. Given the product [C:7]1([CH2:13][CH2:14][NH:15][CH2:1][CH:27]([O:26][C:17]2[CH:18]=[CH:19][C:20]3[C:25](=[CH:24][CH:23]=[CH:22][CH:21]=3)[CH:16]=2)[CH2:28][CH3:29])[CH:12]=[CH:11][CH:10]=[CH:9][CH:8]=1, predict the reactants needed to synthesize it. (2) Given the product [Br:9][C:10]1[CH:11]=[C:12]2[C:16]([CH2:15][N:14]=[C:13]2[NH:28][NH2:29])=[CH:17][CH:18]=1, predict the reactants needed to synthesize it. The reactants are: FC(F)(F)S([O-])(=O)=O.[Br:9][C:10]1[CH:11]=[C:12]2[C:16](=[CH:17][CH:18]=1)[CH2:15][NH+:14]=[C:13]2OC.C(N(CC)CC)C.[NH2:28][NH2:29]. (3) Given the product [CH:34]1([NH:33][C:31](=[O:32])[C:30]2[CH:37]=[CH:38][C:39]([CH3:40])=[C:28]([NH:27][C:25](=[O:26])[C:24]3[CH:41]=[CH:42][C:21]([O:20][CH2:19][C:17]4[CH:16]=[CH:15][CH:14]=[C:13]([CH2:12][O:8][CH2:7][CH2:6][N:5]([CH2:9][CH3:10])[CH2:3][CH3:4])[N:18]=4)=[CH:22][CH:23]=3)[CH:29]=2)[CH2:35][CH2:36]1, predict the reactants needed to synthesize it. The reactants are: [H-].[Na+].[CH2:3]([N:5]([CH2:9][CH3:10])[CH2:6][CH2:7][OH:8])[CH3:4].Br[CH2:12][C:13]1[N:18]=[C:17]([CH2:19][O:20][C:21]2[CH:42]=[CH:41][C:24]([C:25]([NH:27][C:28]3[CH:29]=[C:30]([CH:37]=[CH:38][C:39]=3[CH3:40])[C:31]([NH:33][CH:34]3[CH2:36][CH2:35]3)=[O:32])=[O:26])=[CH:23][CH:22]=2)[CH:16]=[CH:15][CH:14]=1. (4) Given the product [CH3:1][O:2][C:3]([C:5]1[S:6][C:7]([C:26]#[C:27][C:28]([CH3:29])([CH3:30])[CH3:31])=[CH:8][C:9]=1[N:10]1[C@H:15]([CH:16]2[CH2:21][CH2:20][CH2:19][CH2:18][CH2:17]2)[CH2:14][O:13][C@H:12]([CH2:22][CH:23]=[O:36])[C:11]1=[O:25])=[O:4], predict the reactants needed to synthesize it. The reactants are: [CH3:1][O:2][C:3]([C:5]1[S:6][C:7]([C:26]#[C:27][C:28]([CH3:31])([CH3:30])[CH3:29])=[CH:8][C:9]=1[N:10]1[C@H:15]([CH:16]2[CH2:21][CH2:20][CH2:19][CH2:18][CH2:17]2)[CH2:14][O:13][C@H:12]([CH2:22][CH:23]=C)[C:11]1=[O:25])=[O:4].C[N+]1([O-])CC[O:36]CC1.O.I([O-])(=O)(=O)=O.[Na+]. (5) Given the product [C:14]([S@:17](/[N:19]=[CH:1]/[C:3]1[CH:4]=[C:5]([CH:10]=[CH:11][CH:12]=1)[C:6]([O:8][CH3:9])=[O:7])=[O:18])([CH3:16])([CH3:15])[CH3:13], predict the reactants needed to synthesize it. The reactants are: [CH:1]([C:3]1[CH:4]=[C:5]([CH:10]=[CH:11][CH:12]=1)[C:6]([O:8][CH3:9])=[O:7])=O.[CH3:13][C:14]([S@:17]([NH2:19])=[O:18])([CH3:16])[CH3:15]. (6) Given the product [Br:1][C:2]1[CH:7]=[CH:6][C:5]([N:8]2[CH:12]=[CH:11][C:10]([OH:15])=[N:9]2)=[CH:4][CH:3]=1, predict the reactants needed to synthesize it. The reactants are: [Br:1][C:2]1[CH:7]=[CH:6][C:5]([NH:8][NH:9][C:10](=[O:15])[CH:11]=[CH:12]OC)=[CH:4][CH:3]=1.Cl. (7) Given the product [NH2:7][C@H:8]1[CH2:14][CH2:13][C@@H:12]([O:15][Si:16]([C:19]([CH3:22])([CH3:21])[CH3:20])([CH3:18])[CH3:17])[CH2:11][N:10]([CH2:23][C:24]2[CH:25]=[N:26][CH:27]=[CH:28][CH:29]=2)[C:9]1=[O:30], predict the reactants needed to synthesize it. The reactants are: C(OC(=O)[NH:7][C@H:8]1[CH2:14][CH2:13][C@@H:12]([O:15][Si:16]([C:19]([CH3:22])([CH3:21])[CH3:20])([CH3:18])[CH3:17])[CH2:11][N:10]([CH2:23][C:24]2[CH:25]=[N:26][CH:27]=[CH:28][CH:29]=2)[C:9]1=[O:30])(C)(C)C.C[Si](I)(C)C. (8) Given the product [CH:27]1([C@@:25]2([OH:26])[C@H:22]([CH2:23][CH3:24])[NH:21][C:20](=[O:30])[CH2:1]2)[CH2:28][CH2:29]1, predict the reactants needed to synthesize it. The reactants are: [CH:1](NC(C)C)(C)C.C(=O)=O.CC(C)=O.C(O[C:20](=[O:30])[NH:21][C@H:22]([C:25]([CH:27]1[CH2:29][CH2:28]1)=[O:26])[CH2:23][CH3:24])(C)(C)C.[Cl-].[NH4+]. (9) Given the product [C:52]([O:51][C:49]([C:48]1[C:47]([OH:46])=[C:59]([C:60]([F:62])([F:61])[F:63])[CH:58]=[CH:57][C:56]=1[CH2:21][O:20][C:15]1[CH:16]=[CH:17][C:18]([C:88]2[CH:87]=[CH:86][C:85]([CH2:97][C:98]([OH:100])=[O:99])=[CH:84][C:83]=2[O:82][CH3:81])=[CH:19][CH:14]=1)=[O:50])([CH3:55])([CH3:53])[CH3:54], predict the reactants needed to synthesize it. The reactants are: C(=O)([O-])[O-].[Na+].[Na+].C1(P(C2C=CC=CC=2)[C:14]2[CH:19]=[CH:18][CH:17]=[CH:16][C:15]=2[O:20][C:21]2C=CC=CC=2P(C2C=CC=CC=2)C2C=CC=CC=2)C=CC=CC=1.[OH:46][C:47]1[C:59]([C:60]([F:63])([F:62])[F:61])=[C:58](COC2C=CC(B3OC(C)(C)C(C)(C)O3)=CC=2)[CH:57]=[CH:56][C:48]=1[C:49]([O:51][C:52]([CH3:55])([CH3:54])[CH3:53])=[O:50].[CH3:81][O:82][C:83]1[CH:84]=[C:85]([CH2:97][C:98]([O:100]C)=[O:99])[CH:86]=[CH:87][C:88]=1OS(C(F)(F)F)(=O)=O. (10) Given the product [OH:11][C:3]1[C:4]2[C:5](=[N:6][CH:7]=[CH:8][CH:9]=2)[NH:10][C:19](=[O:18])[C:20]=1[C:21]1[CH:22]=[N:23][CH:24]=[CH:25][CH:26]=1, predict the reactants needed to synthesize it. The reactants are: CO[C:3](=[O:11])[C:4]1[CH:9]=[CH:8][CH:7]=[N:6][C:5]=1[NH2:10].[O-]CC.[Na+].C([O:18][C:19](=O)[CH2:20][C:21]1[CH:22]=[N:23][CH:24]=[CH:25][CH:26]=1)C.